Dataset: Full USPTO retrosynthesis dataset with 1.9M reactions from patents (1976-2016). Task: Predict the reactants needed to synthesize the given product. Given the product [Br:23][C:24]1[S:28][C:27]([NH:29][C:30](=[O:31])[O:32][C:33]([CH3:34])([CH3:35])[CH3:36])=[C:26]([C:37]([N:20]2[CH2:21][CH2:22][CH:17]([N:13]3[CH2:14][CH2:15][CH2:16][C@@H:11]([C:9]([N:3]4[CH2:8][CH2:7][O:6][CH2:5][CH2:4]4)=[O:10])[CH2:12]3)[CH2:18][CH2:19]2)=[O:38])[CH:25]=1, predict the reactants needed to synthesize it. The reactants are: Cl.Cl.[N:3]1([C:9]([C@@H:11]2[CH2:16][CH2:15][CH2:14][N:13]([CH:17]3[CH2:22][CH2:21][NH:20][CH2:19][CH2:18]3)[CH2:12]2)=[O:10])[CH2:8][CH2:7][O:6][CH2:5][CH2:4]1.[Br:23][C:24]1[S:28][C:27]([NH:29][C:30]([O:32][C:33]([CH3:36])([CH3:35])[CH3:34])=[O:31])=[C:26]([C:37](O)=[O:38])[CH:25]=1.